This data is from Forward reaction prediction with 1.9M reactions from USPTO patents (1976-2016). The task is: Predict the product of the given reaction. (1) Given the reactants [NH:1]1[CH2:5][CH2:4][CH2:3][CH2:2]1.[Si:6]([O:13][C:14]1[C:15]([F:22])=[C:16]([CH:19]=[CH:20][CH:21]=1)[CH:17]=O)([C:9]([CH3:12])([CH3:11])[CH3:10])([CH3:8])[CH3:7].C(O[BH-](OC(=O)C)OC(=O)C)(=O)C.[Na+].O, predict the reaction product. The product is: [Si:6]([O:13][C:14]1[C:15]([F:22])=[C:16]([CH:19]=[CH:20][CH:21]=1)[CH2:17][N:1]1[CH2:5][CH2:4][CH2:3][CH2:2]1)([C:9]([CH3:12])([CH3:11])[CH3:10])([CH3:8])[CH3:7]. (2) The product is: [Cl:1][C:2]1[N:3]=[C:4]([C:9]2[CH:10]=[CH:11][CH:12]=[CH:13][CH:14]=2)[N:5]([CH2:31][C:30]2[CH:33]=[CH:34][C:27]([Br:26])=[CH:28][CH:29]=2)[C:6]=1[CH:7]=[O:8]. Given the reactants [Cl:1][C:2]1[N:3]=[C:4]([C:9]2[CH:14]=[CH:13][CH:12]=[CH:11][CH:10]=2)[NH:5][C:6]=1[CH:7]=[O:8].C([O-])([O-])=O.[K+].[K+].CN(C=O)C.[Br:26][C:27]1[CH:34]=[CH:33][C:30]([CH2:31]Br)=[CH:29][CH:28]=1, predict the reaction product. (3) Given the reactants [N:1]1[CH:6]=[CH:5][CH:4]=[C:3]([C:7]2[N:16]=[C:15](Cl)[C:14]3[C:9](=[CH:10][CH:11]=[C:12]([Cl:18])[CH:13]=3)[N:8]=2)[CH:2]=1.[CH3:19][O:20][CH2:21][CH2:22][NH2:23].[CH2:24](O)C, predict the reaction product. The product is: [Cl:18][C:12]1[CH:13]=[C:14]2[C:9](=[CH:10][CH:11]=1)[N:8]=[C:7]([C:3]1[CH:2]=[N:1][CH:6]=[CH:5][CH:4]=1)[N:16]=[C:15]2[NH:23][CH2:22][CH2:21][O:20][CH2:19][CH3:24]. (4) Given the reactants [OH:1][C:2]1[CH:3]=[C:4]([CH:8]=[CH:9][C:10]=1[N+:11]([O-:13])=[O:12])[C:5]([OH:7])=O.[CH2:14]([NH2:16])[CH3:15].C1C=CC2N(O)N=NC=2C=1.CCN=C=NCCCN(C)C, predict the reaction product. The product is: [CH2:14]([NH:16][C:5](=[O:7])[C:4]1[CH:8]=[CH:9][C:10]([N+:11]([O-:13])=[O:12])=[C:2]([OH:1])[CH:3]=1)[CH3:15]. (5) Given the reactants [Cl:1][C:2]1[CH:7]=[CH:6][C:5]([CH:8]2[C:15]3[C:14]([CH:16]4[CH2:18][CH2:17]4)=[N:13][NH:12][C:11]=3[C:10](=[O:19])[N:9]2[C:20]2[CH:21]=[C:22]([CH3:30])[C:23]3[N:24]([C:26]([CH3:29])=[N:27][N:28]=3)[CH:25]=2)=[CH:4][CH:3]=1.[CH3:31]I, predict the reaction product. The product is: [Cl:1][C:2]1[CH:3]=[CH:4][C:5]([CH:8]2[C:15]3[C:14]([CH:16]4[CH2:18][CH2:17]4)=[N:13][N:12]([CH3:31])[C:11]=3[C:10](=[O:19])[N:9]2[C:20]2[CH:21]=[C:22]([CH3:30])[C:23]3[N:24]([C:26]([CH3:29])=[N:27][N:28]=3)[CH:25]=2)=[CH:6][CH:7]=1. (6) Given the reactants [CH2:1]([O:3][C:4]([C:6]1[C:7](=[O:29])[NH:8][C:9]2[C:14]([C:15]=1[N:16]1[CH2:21][CH2:20][N:19]([C:22]([C:24]3[S:25][CH:26]=[CH:27][CH:28]=3)=[O:23])[CH2:18][CH2:17]1)=[CH:13][N:12]=[CH:11][CH:10]=2)=[O:5])[CH3:2].[F:30][C:31]1[CH:38]=[CH:37][C:34]([CH2:35]Br)=[CH:33][CH:32]=1, predict the reaction product. The product is: [CH2:1]([O:3][C:4]([C:6]1[C:7](=[O:29])[N:8]([CH2:35][C:34]2[CH:37]=[CH:38][C:31]([F:30])=[CH:32][CH:33]=2)[C:9]2[C:14]([C:15]=1[N:16]1[CH2:21][CH2:20][N:19]([C:22]([C:24]3[S:25][CH:26]=[CH:27][CH:28]=3)=[O:23])[CH2:18][CH2:17]1)=[CH:13][N:12]=[CH:11][CH:10]=2)=[O:5])[CH3:2]. (7) Given the reactants [F:1][CH:2]([C:4]1[CH:9]=[CH:8][C:7]([C:10]2[C:14]([CH2:15][OH:16])=[C:13]([C:17]([F:20])([F:19])[F:18])[S:12][N:11]=2)=[CH:6][CH:5]=1)[CH3:3].O[C:22]1[CH:27]=[CH:26][C:25]([CH2:28][CH2:29][C:30]([O:32]CC)=[O:31])=[C:24]([CH3:35])[C:23]=1[CH3:36], predict the reaction product. The product is: [F:1][CH:2]([C:4]1[CH:9]=[CH:8][C:7]([C:10]2[C:14]([CH2:15][O:16][C:22]3[CH:27]=[CH:26][C:25]([CH2:28][CH2:29][C:30]([OH:32])=[O:31])=[C:24]([CH3:35])[C:23]=3[CH3:36])=[C:13]([C:17]([F:20])([F:19])[F:18])[S:12][N:11]=2)=[CH:6][CH:5]=1)[CH3:3]. (8) Given the reactants C(O[C:4](=[O:12])[C:5]1[CH:10]=[CH:9][CH:8]=[C:7]([I:11])[CH:6]=1)C.CC([O-])(C)C.[K+].[C:19]([O:22][CH2:23][CH3:24])(=[O:21])[CH3:20], predict the reaction product. The product is: [I:11][C:7]1[CH:6]=[C:5]([C:4](=[O:12])[CH2:20][C:19]([O:22][CH2:23][CH3:24])=[O:21])[CH:10]=[CH:9][CH:8]=1. (9) Given the reactants [C:1]([C:5]1[CH:10]=[C:9]([NH:11][C:12]([C:14]2[N:15]([CH3:31])[C:16]3[C:21]([CH:22]=2)=[CH:20][CH:19]=[CH:18][C:17]=3[O:23]CC2C=CC=CC=2)=[O:13])[C:8]([O:32][CH3:33])=[CH:7][N:6]=1)([CH3:4])([CH3:3])[CH3:2], predict the reaction product. The product is: [C:1]([C:5]1[CH:10]=[C:9]([NH:11][C:12]([C:14]2[N:15]([CH3:31])[C:16]3[C:21]([CH:22]=2)=[CH:20][CH:19]=[CH:18][C:17]=3[OH:23])=[O:13])[C:8]([O:32][CH3:33])=[CH:7][N:6]=1)([CH3:4])([CH3:2])[CH3:3].